From a dataset of Reaction yield outcomes from USPTO patents with 853,638 reactions. Predict the reaction yield, written as a fraction of the theoretical maximum amount of product (1.0 means a 100% yield; for example, 0.34 means a 34% yield). (1) The reactants are [CH:1]([OH:3])=O.OO.[C:6]1([C:11]2[CH:16]=[CH:15][C:14]([F:17])=[CH:13][CH:12]=2)C[CH2:9][CH2:8][CH:7]=1. No catalyst specified. The product is [F:17][C:14]1[CH:15]=[CH:16][C:11]([CH:6]2[CH2:7][CH2:8][CH2:9][C:1]2=[O:3])=[CH:12][CH:13]=1. The yield is 0.699. (2) The reactants are [C:1]([O:5][C:6]([N:8]1[CH2:13][CH2:12][NH:11][C:10](=[O:14])[CH2:9]1)=[O:7])([CH3:4])([CH3:3])[CH3:2].[H-].[Na+].[F:17][C:18]1[CH:25]=[CH:24][C:21]([CH2:22]Br)=[CH:20][CH:19]=1. The catalyst is C1COCC1. The product is [C:1]([O:5][C:6]([N:8]1[CH2:13][CH2:12][N:11]([CH2:22][C:21]2[CH:24]=[CH:25][C:18]([F:17])=[CH:19][CH:20]=2)[C:10](=[O:14])[CH2:9]1)=[O:7])([CH3:4])([CH3:2])[CH3:3]. The yield is 0.930. (3) The catalyst is C1(C)C=CC=CC=1.C1C=CC=CC=1.O.CCO.C1C=CC(/C=C/C(/C=C/C2C=CC=CC=2)=O)=CC=1.C1C=CC(/C=C/C(/C=C/C2C=CC=CC=2)=O)=CC=1.[Pd].C1C=CC(/C=C/C(/C=C/C2C=CC=CC=2)=O)=CC=1.C1C=CC(/C=C/C(/C=C/C2C=CC=CC=2)=O)=CC=1.C1C=CC(/C=C/C(/C=C/C2C=CC=CC=2)=O)=CC=1.[Pd].[Pd].C1(P(C2C=CC=CC=2)C2C=CC=CC=2)C=CC=CC=1. The product is [CH2:8]([O:7][C:6]1[CH2:5][CH2:4][C:3](=[O:10])[C:2]=1[C:21]1[CH:22]=[CH:23][C:18]([F:17])=[CH:19][CH:20]=1)[CH3:9]. The reactants are Br[C:2]1[C:3](=[O:10])[CH2:4][CH2:5][C:6]=1[O:7][CH2:8][CH3:9].C([O-])([O-])=O.[K+].[K+].[F:17][C:18]1[CH:23]=[CH:22][C:21](B(O)O)=[CH:20][CH:19]=1. The yield is 0.700. (4) The reactants are [NH2:1][CH2:2][CH2:3][CH2:4][CH2:5][C@H:6]([NH:14][C:15](=[O:34])[NH:16][C@@H:17]([CH2:25][CH2:26][C:27]([O:29][C:30]([CH3:33])([CH3:32])[CH3:31])=[O:28])[C:18]([O:20][C:21]([CH3:24])([CH3:23])[CH3:22])=[O:19])[C:7]([O:9][C:10]([CH3:13])([CH3:12])[CH3:11])=[O:8].[CH2:35]1[C:40](=[O:41])[N:39]([O:42][C:43]([CH2:45][CH2:46][CH2:47][CH2:48][CH2:49][CH2:50][C:51](ON2C(=O)CCC2=O)=[O:52])=[O:44])[C:37](=[O:38])[CH2:36]1. The catalyst is CN(C=O)C. The product is [C:10]([O:9][C:7](=[O:8])[C@@H:6]([NH:14][C:15](=[O:34])[NH:16][C@@H:17]([CH2:25][CH2:26][C:27]([O:29][C:30]([CH3:33])([CH3:32])[CH3:31])=[O:28])[C:18]([O:20][C:21]([CH3:22])([CH3:23])[CH3:24])=[O:19])[CH2:5][CH2:4][CH2:3][CH2:2][NH:1][C:51](=[O:52])[CH2:50][CH2:49][CH2:48][CH2:47][CH2:46][CH2:45][C:43]([O:42][N:39]1[C:40](=[O:41])[CH2:35][CH2:36][C:37]1=[O:38])=[O:44])([CH3:13])([CH3:12])[CH3:11]. The yield is 0.730. (5) The reactants are B(F)(F)F.CCOCC.[C:10]([CH2:12][C:13]1([N:32]2[CH:36]=[C:35]([C:37]3[C:38]4[CH:45]=[CH:44][N:43](COCC[Si](C)(C)C)[C:39]=4[N:40]=[CH:41][N:42]=3)[CH:34]=[N:33]2)[CH2:16][N:15]([C:17]2[N:18]=[CH:19][C:20]([C:23]([NH:25][C@H:26]([CH3:31])[C:27]([F:30])([F:29])[F:28])=[O:24])=[N:21][CH:22]=2)[CH2:14]1)#[N:11].[OH-].[NH4+].C([O-])(O)=O.[Na+]. The catalyst is C(#N)C.O. The product is [C:10]([CH2:12][C:13]1([N:32]2[CH:36]=[C:35]([C:37]3[C:38]4[CH:45]=[CH:44][NH:43][C:39]=4[N:40]=[CH:41][N:42]=3)[CH:34]=[N:33]2)[CH2:16][N:15]([C:17]2[N:18]=[CH:19][C:20]([C:23]([NH:25][C@H:26]([CH3:31])[C:27]([F:28])([F:29])[F:30])=[O:24])=[N:21][CH:22]=2)[CH2:14]1)#[N:11]. The yield is 0.580. (6) The reactants are [CH3:1][N:2]([CH2:4][C:5]1[CH:14]=[CH:13][C:8]([C:9](OC)=[O:10])=[CH:7][CH:6]=1)[CH3:3].O.[NH2:16][NH2:17]. The catalyst is CO. The product is [CH3:1][N:2]([CH2:4][C:5]1[CH:14]=[CH:13][C:8]([C:9]([NH:16][NH2:17])=[O:10])=[CH:7][CH:6]=1)[CH3:3]. The yield is 0.842. (7) The reactants are [Cl:1][C:2]1[C:3]([CH2:52][C:53]2[CH:58]=[CH:57][C:56]([CH2:59][CH3:60])=[CH:55][CH:54]=2)=[CH:4][C:5]([C@@:9]2([CH2:48][C:49]([CH3:51])=[CH2:50])[C@H:14]([O:15][CH2:16][C:17]3[CH:22]=[CH:21][CH:20]=[CH:19][CH:18]=3)[C@@H:13]([O:23][CH2:24][C:25]3[CH:30]=[CH:29][CH:28]=[CH:27][CH:26]=3)[C@H:12]([O:31][CH2:32][C:33]3[CH:38]=[CH:37][CH:36]=[CH:35][CH:34]=3)[C@@H:11]([CH2:39][O:40][CH2:41][C:42]3[CH:47]=[CH:46][CH:45]=[CH:44][CH:43]=3)[O:10]2)=[C:6]([OH:8])[CH:7]=1.CCOC(C)=O. The catalyst is ClC(Cl)C.[O-]S(C(F)(F)F)(=O)=O.[Ag+]. The product is [CH2:16]([O:15][C@@H:14]1[C@@H:13]([O:23][CH2:24][C:25]2[CH:30]=[CH:29][CH:28]=[CH:27][CH:26]=2)[C@H:12]([O:31][CH2:32][C:33]2[CH:38]=[CH:37][CH:36]=[CH:35][CH:34]=2)[C@@H:11]([CH2:39][O:40][CH2:41][C:42]2[CH:43]=[CH:44][CH:45]=[CH:46][CH:47]=2)[O:10][C@:9]21[C:5]1[C:6](=[CH:7][C:2]([Cl:1])=[C:3]([CH2:52][C:53]3[CH:58]=[CH:57][C:56]([CH2:59][CH3:60])=[CH:55][CH:54]=3)[CH:4]=1)[O:8][C:49]([CH3:51])([CH3:50])[CH2:48]2)[C:17]1[CH:18]=[CH:19][CH:20]=[CH:21][CH:22]=1. The yield is 0.400. (8) The reactants are [Cl:1][C:2]1[CH:7]=[CH:6][C:5]([C:8]2[S:17][C:11]3[C:12](=[O:16])[NH:13][N:14]=[CH:15][C:10]=3[CH:9]=2)=[CH:4][CH:3]=1.Br[C:19]1[N:24]=[CH:23][C:22]([N:25]2[CH2:29][CH2:28][C@@H:27]([OH:30])[CH2:26]2)=[CH:21][CH:20]=1.CN[C@@H]1CCCC[C@H]1NC.[O-]P([O-])([O-])=O.[K+].[K+].[K+].N#N. The catalyst is C1(C)C=CC=CC=1.C(Cl)Cl.CO. The product is [Cl:1][C:2]1[CH:3]=[CH:4][C:5]([C:8]2[S:17][C:11]3[C:12](=[O:16])[N:13]([C:19]4[CH:20]=[CH:21][C:22]([N:25]5[CH2:29][CH2:28][C@@H:27]([OH:30])[CH2:26]5)=[CH:23][N:24]=4)[N:14]=[CH:15][C:10]=3[CH:9]=2)=[CH:6][CH:7]=1. The yield is 0.330. (9) The reactants are [CH3:1][O:2][C:3]1[C:11]([O:12][CH2:13][C:14]2[CH:19]=[CH:18][CH:17]=[CH:16][CH:15]=2)=[CH:10][C:6]([C:7]([NH2:9])=[O:8])=[C:5]([N+:20]([O-])=O)[CH:4]=1. The catalyst is C(O)(=O)C.CO.[Fe]. The product is [CH3:1][O:2][C:3]1[C:11]([O:12][CH2:13][C:14]2[CH:19]=[CH:18][CH:17]=[CH:16][CH:15]=2)=[CH:10][C:6]([C:7]([NH2:9])=[O:8])=[C:5]([NH2:20])[CH:4]=1. The yield is 0.870. (10) The reactants are [Cl:1][C:2]1[CH:36]=[CH:35][C:5]([CH2:6][N:7]2[C:15]3[C:14](=[O:16])[N:13]([CH2:17][C:18](=[O:20])[CH3:19])[C:12](=[O:21])[N:11]([CH3:22])[C:10]=3[N:9]=[C:8]2[O:23][C:24]2[CH:29]=[CH:28][CH:27]=[C:26]([O:30][C:31]([F:34])([F:33])[F:32])[CH:25]=2)=[CH:4][CH:3]=1.[CH2:37]([Mg]Br)[CH2:38]C.[CH2:42]1COCC1. The catalyst is O. The product is [Cl:1][C:2]1[CH:3]=[CH:4][C:5]([CH2:6][N:7]2[C:15]3[C:14](=[O:16])[N:13]([CH2:17][C:18]([OH:20])([CH3:42])[CH2:19][CH2:37][CH3:38])[C:12](=[O:21])[N:11]([CH3:22])[C:10]=3[N:9]=[C:8]2[O:23][C:24]2[CH:29]=[CH:28][CH:27]=[C:26]([O:30][C:31]([F:34])([F:32])[F:33])[CH:25]=2)=[CH:35][CH:36]=1. The yield is 0.320.